Dataset: Forward reaction prediction with 1.9M reactions from USPTO patents (1976-2016). Task: Predict the product of the given reaction. (1) The product is: [Cl:1][C:2]1[CH:3]=[C:4]([N:8]2[N:12]=[N:11][C:10]([CH:13]([NH2:15])[CH3:14])=[N:9]2)[CH:5]=[CH:6][CH:7]=1. Given the reactants [Cl:1][C:2]1[CH:3]=[C:4]([N:8]2[N:12]=[N:11][C:10]([CH:13]([N:15]3C(=O)C4C(=CC=CC=4)C3=O)[CH3:14])=[N:9]2)[CH:5]=[CH:6][CH:7]=1.O.NN.Cl, predict the reaction product. (2) Given the reactants [NH2:1][C:2]1[N:6]([C:7]2[CH:12]=[C:11]([S:13][CH2:14][C:15]([F:18])([F:17])[F:16])[C:10]([CH3:19])=[CH:9][C:8]=2[F:20])[N:5]=[C:4]([O:21][CH2:22][C:23]([F:29])([F:28])[C:24]([F:27])([F:26])[F:25])[CH:3]=1.[Cl:30]N1C(=O)CCC1=O, predict the reaction product. The product is: [NH2:1][C:2]1[N:6]([C:7]2[CH:12]=[C:11]([S:13][CH2:14][C:15]([F:16])([F:17])[F:18])[C:10]([CH3:19])=[CH:9][C:8]=2[F:20])[N:5]=[C:4]([O:21][CH2:22][C:23]([F:28])([F:29])[C:24]([F:25])([F:27])[F:26])[C:3]=1[Cl:30]. (3) Given the reactants C([N:8]1[CH2:13][CH2:12][CH:11]([O:14][C:15]2[CH:16]=[C:17]([CH:35]=[CH:36][CH:37]=2)[CH2:18][NH:19][C:20](=[O:34])[C:21]2[CH:26]=[CH:25][C:24]([O:27][C:28]3[CH:33]=[CH:32][CH:31]=[CH:30][CH:29]=3)=[CH:23][CH:22]=2)[CH2:10][CH2:9]1)C1C=CC=CC=1, predict the reaction product. The product is: [O:27]([C:24]1[CH:23]=[CH:22][C:21]([C:20]([NH:19][CH2:18][C:17]2[CH:35]=[CH:36][CH:37]=[C:15]([O:14][CH:11]3[CH2:10][CH2:9][NH:8][CH2:13][CH2:12]3)[CH:16]=2)=[O:34])=[CH:26][CH:25]=1)[C:28]1[CH:29]=[CH:30][CH:31]=[CH:32][CH:33]=1. (4) Given the reactants [Br:1][C:2]1[CH:10]=[C:9]([F:11])[C:5]([C:6](O)=[O:7])=[C:4]([F:12])[CH:3]=1.S(Cl)([Cl:15])=O, predict the reaction product. The product is: [Br:1][C:2]1[CH:10]=[C:9]([F:11])[C:5]([C:6]([Cl:15])=[O:7])=[C:4]([F:12])[CH:3]=1.